This data is from Reaction yield outcomes from USPTO patents with 853,638 reactions. The task is: Predict the reaction yield, written as a fraction of the theoretical maximum amount of product (1.0 means a 100% yield; for example, 0.34 means a 34% yield). (1) The reactants are C1(P(C2C=CC=CC=2)C2C=CC3C(=CC=CC=3)C=2C2C3C(=CC=CC=3)C=CC=2P(C2C=CC=CC=2)C2C=CC=CC=2)C=CC=CC=1.Br[C:48]1[CH:49]=[C:50]2[C:55](=[CH:56][CH:57]=1)[N:54]=[C:53]([C:58]1[CH:63]=[CH:62][CH:61]=[C:60]([Cl:64])[CH:59]=1)[N:52]([CH2:65][C:66]([NH:68][C:69]([CH3:72])([CH3:71])[CH3:70])=[O:67])[C:51]2=[O:73].[C:74]([O:78][C:79]([N:81]1[CH2:87][CH2:86][CH2:85][NH:84][CH2:83][CH2:82]1)=[O:80])([CH3:77])([CH3:76])[CH3:75].C(=O)([O-])[O-].[Cs+].[Cs+]. The catalyst is C([O-])(=O)C.[Pd+2].C([O-])(=O)C.O1CCOCC1.C1(C)C=CC=CC=1. The product is [C:74]([O:78][C:79]([N:81]1[CH2:87][CH2:86][CH2:85][N:84]([C:48]2[CH:49]=[C:50]3[C:55](=[CH:56][CH:57]=2)[N:54]=[C:53]([C:58]2[CH:63]=[CH:62][CH:61]=[C:60]([Cl:64])[CH:59]=2)[N:52]([CH2:65][C:66](=[O:67])[NH:68][C:69]([CH3:72])([CH3:71])[CH3:70])[C:51]3=[O:73])[CH2:83][CH2:82]1)=[O:80])([CH3:77])([CH3:75])[CH3:76]. The yield is 0.460. (2) The reactants are Br[C:2]1[C:3]2[C:4]3[CH:17]=[C:16]([CH3:18])[S:15][C:5]=3[C:6](=[O:14])[NH:7][C:8]=2[CH:9]=[CH:10][C:11]=1[O:12][CH3:13].[C:19]([O:23][C:24]([NH:26][CH2:27][C:28]1[CH:33]=[CH:32][C:31](B(O)O)=[CH:30][CH:29]=1)=[O:25])([CH3:22])([CH3:21])[CH3:20]. No catalyst specified. The product is [CH3:13][O:12][C:11]1[CH:10]=[CH:9][C:8]2[NH:7][C:6](=[O:14])[C:5]3[S:15][C:16]([CH3:18])=[CH:17][C:4]=3[C:3]=2[C:2]=1[C:31]1[CH:32]=[CH:33][C:28]([CH2:27][NH:26][C:24](=[O:25])[O:23][C:19]([CH3:20])([CH3:21])[CH3:22])=[CH:29][CH:30]=1. The yield is 0.550.